Dataset: Peptide-MHC class I binding affinity with 185,985 pairs from IEDB/IMGT. Task: Regression. Given a peptide amino acid sequence and an MHC pseudo amino acid sequence, predict their binding affinity value. This is MHC class I binding data. (1) The peptide sequence is RRRTPKKAK. The MHC is Mamu-B03 with pseudo-sequence Mamu-B03. The binding affinity (normalized) is 0.457. (2) The peptide sequence is RQCRAPRR. The MHC is Mamu-B08 with pseudo-sequence Mamu-B08. The binding affinity (normalized) is 0.329.